This data is from Reaction yield outcomes from USPTO patents with 853,638 reactions. The task is: Predict the reaction yield, written as a fraction of the theoretical maximum amount of product (1.0 means a 100% yield; for example, 0.34 means a 34% yield). (1) The reactants are [F:1][C:2]1[CH:7]=[CH:6][C:5]([N:8]2[C:17]3[C:12](=[N:13][CH:14]=[C:15]([CH2:18][C:19]4[CH:24]=[CH:23][C:22]([F:25])=[CH:21][CH:20]=4)[CH:16]=3)[C:11]([OH:26])=[C:10]([C:27]([O:29]CC)=O)[C:9]2=[O:32])=[CH:4][CH:3]=1.[CH3:33][NH2:34]. The catalyst is C(O)C. The product is [F:1][C:2]1[CH:3]=[CH:4][C:5]([N:8]2[C:17]3[C:12](=[N:13][CH:14]=[C:15]([CH2:18][C:19]4[CH:24]=[CH:23][C:22]([F:25])=[CH:21][CH:20]=4)[CH:16]=3)[C:11]([OH:26])=[C:10]([C:27]([NH:34][CH3:33])=[O:29])[C:9]2=[O:32])=[CH:6][CH:7]=1. The yield is 0.290. (2) The reactants are [F:1][C:2]1[CH:3]=[C:4]([CH:8]([OH:25])[CH2:9][O:10][C:11]2[CH:24]=[CH:23][C:14]([CH:15]=[C:16]3[S:20][C:19](=[O:21])[NH:18][C:17]3=[O:22])=[CH:13][CH:12]=2)[CH:5]=[CH:6][CH:7]=1.N1C=CC=CC=1C1C=CC=CN=1.[BH4-].[Na+].[BH4-]. The catalyst is C1COCC1.O.[Co](Cl)Cl.CC(O)=O. The product is [F:1][C:2]1[CH:3]=[C:4]([CH:8]([OH:25])[CH2:9][O:10][C:11]2[CH:24]=[CH:23][C:14]([CH2:15][CH:16]3[S:20][C:19](=[O:21])[NH:18][C:17]3=[O:22])=[CH:13][CH:12]=2)[CH:5]=[CH:6][CH:7]=1. The yield is 0.720.